This data is from Reaction yield outcomes from USPTO patents with 853,638 reactions. The task is: Predict the reaction yield, written as a fraction of the theoretical maximum amount of product (1.0 means a 100% yield; for example, 0.34 means a 34% yield). (1) The reactants are C([Li])CCC.Br[C:7]1[CH:8]=[C:9]([CH3:21])[C:10]([O:13][Si](C(C)(C)C)(C)C)=[N:11][CH:12]=1.[Br:22][C:23]1[CH:24]=[C:25]([C:29]([C:37]2[CH:42]=[CH:41][CH:40]=[C:39]([F:43])[C:38]=2[C:44]#[N:45])=[N:30][S@](C(C)(C)C)=O)[CH:26]=[CH:27][CH:28]=1.Cl.[OH-].[Na+]. The catalyst is C1COCC1.O. The product is [NH2:45][C:44]1[C:38]2[C:37](=[CH:42][CH:41]=[CH:40][C:39]=2[F:43])[C@@:29]([C:7]2[CH:8]=[C:9]([CH3:21])[C:10](=[O:13])[NH:11][CH:12]=2)([C:25]2[CH:26]=[CH:27][CH:28]=[C:23]([Br:22])[CH:24]=2)[N:30]=1. The yield is 0.630. (2) The reactants are Cl.ClC[C:4]1[CH:9]=[CH:8][CH:7]=[CH:6][N:5]=1.[CH3:10][NH2:11].[CH3:12]CO. No catalyst specified. The product is [CH3:10][N:11]([C:4]1[CH:9]=[CH:8][CH:7]=[CH:6][N:5]=1)[CH3:12]. The yield is 0.200. (3) The reactants are Cl.[Cl:2][CH2:3][CH2:4][NH:5][CH2:6][CH2:7][Cl:8].C(=O)([O-])[O-].[K+].[K+].Cl[C:16]([O:18][CH2:19][CH3:20])=[O:17]. The catalyst is CC(C)=O. The product is [Cl:2][CH2:3][CH2:4][N:5]([CH2:6][CH2:7][Cl:8])[C:16](=[O:17])[O:18][CH2:19][CH3:20]. The yield is 1.00.